This data is from Forward reaction prediction with 1.9M reactions from USPTO patents (1976-2016). The task is: Predict the product of the given reaction. Given the reactants [C:1]([O:5][C:6]([CH3:9])([CH3:8])[CH3:7])(=[O:4])[NH:2][NH2:3].[F:10][C:11]([F:18])([F:17])[CH:12]=[CH:13][N+:14]([O-:16])=[O:15], predict the reaction product. The product is: [F:10][C:11]([F:18])([F:17])[CH:12]([NH:3][NH:2][C:1](=[O:4])[O:5][C:6]([CH3:9])([CH3:8])[CH3:7])[CH2:13][N+:14]([O-:16])=[O:15].